From a dataset of Forward reaction prediction with 1.9M reactions from USPTO patents (1976-2016). Predict the product of the given reaction. (1) Given the reactants [CH2:1]([O:5][CH2:6][CH2:7][O:8][C:9]1[CH:14]=[CH:13][C:12]([C:15]2[CH:20]=[CH:19][C:18]([N:21]([CH3:29])[CH2:22][C:23]3[CH:24]=[N:25][N:26]([CH3:28])[CH:27]=3)=[C:17](/[CH:30]=[C:31](\[CH3:37])/[C:32]([O:34]CC)=[O:33])[CH:16]=2)=[CH:11][CH:10]=1)[CH2:2][CH2:3][CH3:4].[OH-].[Na+].O.Cl, predict the reaction product. The product is: [CH2:1]([O:5][CH2:6][CH2:7][O:8][C:9]1[CH:14]=[CH:13][C:12]([C:15]2[CH:20]=[CH:19][C:18]([N:21]([CH3:29])[CH2:22][C:23]3[CH:24]=[N:25][N:26]([CH3:28])[CH:27]=3)=[C:17](/[CH:30]=[C:31](\[CH3:37])/[C:32]([OH:34])=[O:33])[CH:16]=2)=[CH:11][CH:10]=1)[CH2:2][CH2:3][CH3:4]. (2) Given the reactants N#N.[C:3]([O:7][C:8]([NH:10][CH:11]([CH2:15][C:16]1[CH:21]=[CH:20][C:19]([O:22][CH3:23])=[CH:18][CH:17]=1)[C:12](O)=O)=[O:9])([CH3:6])([CH3:5])[CH3:4].CCN(C(C)C)C(C)C.CN(C(ON1N=NC2C=CC=NC1=2)=[N+](C)C)C.F[P-](F)(F)(F)(F)F.[C:57]1([NH2:64])[CH:62]=[CH:61][CH:60]=[CH:59][C:58]=1[NH2:63], predict the reaction product. The product is: [NH:63]1[C:58]2[CH:59]=[CH:60][CH:61]=[CH:62][C:57]=2[N:64]=[C:12]1[CH:11]([NH:10][C:8](=[O:9])[O:7][C:3]([CH3:6])([CH3:5])[CH3:4])[CH2:15][C:16]1[CH:21]=[CH:20][C:19]([O:22][CH3:23])=[CH:18][CH:17]=1. (3) Given the reactants Br[C:2]1[CH:19]=[CH:18][C:17]([O:20][CH3:21])=[CH:16][C:3]=1[O:4][CH2:5][C:6]1[C:7]2[CH:8]=[N:9][CH:10]=[N:11][C:12]=2[CH2:13][CH2:14][CH:15]=1.C([SnH](CCCC)CCCC)CCC, predict the reaction product. The product is: [CH3:21][O:20][C:17]1[CH:18]=[CH:19][C:2]2[C:6]3([CH2:5][O:4][C:3]=2[CH:16]=1)[CH2:15][CH2:14][CH2:13][C:12]1[N:11]=[CH:10][N:9]=[CH:8][C:7]3=1. (4) Given the reactants [ClH:1].[NH2:2][C@@H:3]1[C:9](=[O:10])[N:8]2[CH2:11][CH2:12][CH2:13][CH2:14][C@@H:7]2[CH:6]=[CH:5][CH2:4]1.[H][H], predict the reaction product. The product is: [ClH:1].[NH2:2][C@@H:3]1[C:9](=[O:10])[N:8]2[CH2:11][CH2:12][CH2:13][CH2:14][C@@H:7]2[CH2:6][CH2:5][CH2:4]1. (5) Given the reactants [NH2:1][C:2]1[S:6][N:5]=[C:4]([CH3:7])[C:3]=1[C:8]([NH:10][C:11]1[CH:16]=[CH:15][CH:14]=[CH:13][C:12]=1[CH2:17][CH3:18])=[O:9].Cl[C:20]1[N:25]=[CH:24][N:23]=[C:22]([NH:26][CH3:27])[CH:21]=1.C(=O)([O-])[O-].[Cs+].[Cs+].CC1(C)C2C(=C(P(C3C=CC=CC=3)C3C=CC=CC=3)C=CC=2)OC2C(P(C3C=CC=CC=3)C3C=CC=CC=3)=CC=CC1=2, predict the reaction product. The product is: [CH2:17]([C:12]1[CH:13]=[CH:14][CH:15]=[CH:16][C:11]=1[NH:10][C:8]([C:3]1[C:4]([CH3:7])=[N:5][S:6][C:2]=1[NH:1][C:20]1[CH:21]=[C:22]([NH:26][CH3:27])[N:23]=[CH:24][N:25]=1)=[O:9])[CH3:18]. (6) Given the reactants Br[C:2]1[N:3]=[C:4]2[C:9]([NH:10][C@H:11]3[C@@H:15]([CH3:16])[CH2:14][N:13]([C:17]([O:19][C:20]([CH3:23])([CH3:22])[CH3:21])=[O:18])[CH2:12]3)=[C:8]([C:24](=[O:26])[NH2:25])[CH:7]=[N:6][N:5]2[CH:27]=1.[CH3:28][N:29]1[CH:33]=[C:32](B2OC(C)(C)C(C)(C)O2)[CH:31]=[N:30]1.P([O-])([O-])([O-])=O.[K+].[K+].[K+], predict the reaction product. The product is: [C:24]([C:8]1[CH:7]=[N:6][N:5]2[CH:27]=[C:2]([C:32]3[CH:31]=[N:30][N:29]([CH3:28])[CH:33]=3)[N:3]=[C:4]2[C:9]=1[NH:10][C@H:11]1[C@@H:15]([CH3:16])[CH2:14][N:13]([C:17]([O:19][C:20]([CH3:23])([CH3:22])[CH3:21])=[O:18])[CH2:12]1)(=[O:26])[NH2:25]. (7) Given the reactants [CH:1]1[C:10]2[C:5](=[CH:6][CH:7]=[CH:8][CH:9]=2)[CH:4]=[CH:3][C:2]=1[S:11]([N:14]([CH2:30][CH2:31][N:32]1[CH2:36][CH2:35][CH2:34][C:33]1=[O:37])[CH:15]1[CH:20]2[CH:16]1[CH2:17][N:18]([C:21]1[N:26]=[CH:25][C:24]([C:27](O)=[O:28])=[CH:23][N:22]=1)[CH2:19]2)(=[O:13])=[O:12].C1C=CC2[N:46]([OH:47])N=NC=2C=1.CCN=C=N[CH2:53][CH2:54][CH2:55]N(C)C.Cl.CCN([CH:66]([CH3:68])C)C(C)C.CN([CH:72]=[O:73])C, predict the reaction product. The product is: [CH2:72]([O:73][CH:66]([O:47][NH:46][C:27]([C:24]1[CH:25]=[N:26][C:21]([N:18]2[CH2:19][CH:20]3[CH:16]([CH:15]3[N:14]([S:11]([C:2]3[CH:3]=[CH:4][C:5]4[C:10](=[CH:9][CH:8]=[CH:7][CH:6]=4)[CH:1]=3)(=[O:13])=[O:12])[CH2:30][CH2:31][N:32]3[CH2:36][CH2:35][CH2:34][C:33]3=[O:37])[CH2:17]2)=[N:22][CH:23]=1)=[O:28])[CH3:68])[CH:54]([CH3:53])[CH3:55]. (8) Given the reactants [CH2:1]([NH2:4])[CH:2]=[CH2:3].C(N(CC)CC)C.[F:12][C:13]1[CH:18]=[C:17]([S:19][C:20]([F:23])([F:22])[F:21])[CH:16]=[CH:15][C:14]=1[N:24]([CH3:28])[C:25](Cl)=[O:26], predict the reaction product. The product is: [CH2:1]([NH:4][C:25](=[O:26])[N:24]([C:14]1[CH:15]=[CH:16][C:17]([S:19][C:20]([F:21])([F:22])[F:23])=[CH:18][C:13]=1[F:12])[CH3:28])[CH:2]=[CH2:3]. (9) Given the reactants [O:1]1[C:5]2([CH2:9][CH2:8][O:7][CH2:6]2)[CH2:4][C:3]([C:10]2[CH:11]=[CH:12][C:13]([O:17][CH3:18])=[C:14]([OH:16])[CH:15]=2)=[N:2]1.[I-].[K+].C(=O)([O-])[O-].[K+].[K+].[CH2:27](Br)[CH3:28], predict the reaction product. The product is: [CH2:27]([O:16][C:14]1[CH:15]=[C:10]([C:3]2[CH2:4][C:5]3([CH2:9][CH2:8][O:7][CH2:6]3)[O:1][N:2]=2)[CH:11]=[CH:12][C:13]=1[O:17][CH3:18])[CH3:28].